The task is: Predict the product of the given reaction.. This data is from Forward reaction prediction with 1.9M reactions from USPTO patents (1976-2016). (1) Given the reactants Br[C:2]1[CH:11]=[CH:10][C:5]([C:6]([O:8][CH3:9])=[O:7])=[CH:4][C:3]=1[O:12][C:13]([F:16])([F:15])[F:14].[CH3:17]B(O)O.C([O-])([O-])=O.[Cs+].[Cs+], predict the reaction product. The product is: [CH3:17][C:2]1[CH:11]=[CH:10][C:5]([C:6]([O:8][CH3:9])=[O:7])=[CH:4][C:3]=1[O:12][C:13]([F:16])([F:15])[F:14]. (2) Given the reactants [H-].[Na+].[O:3]=[C:4]1[CH2:9][CH2:8][CH:7]([NH:10][C:11](=[O:17])[O:12][C:13]([CH3:16])([CH3:15])[CH3:14])[CH2:6][CH2:5]1.[CH3:18]COC(C)=O, predict the reaction product. The product is: [O:3]1[C:4]2([CH2:5][CH2:6][CH:7]([NH:10][C:11](=[O:17])[O:12][C:13]([CH3:14])([CH3:16])[CH3:15])[CH2:8][CH2:9]2)[CH2:18]1. (3) Given the reactants [C:1]([O:5][C:6]([N:8]1[CH2:13][CH:12]=[C:11]([C:14]2[C:22]3[C:17](=[CH:18][N:19]=[C:20]([C:23]4[C:28]([CH2:29][CH3:30])=[CH:27][CH:26]=[CH:25][C:24]=4[CH2:31][CH3:32])[CH:21]=3)[NH:16][CH:15]=2)[CH2:10][CH2:9]1)=[O:7])([CH3:4])([CH3:3])[CH3:2].[H-].[Na+].Br[CH:36]([CH2:40][CH2:41][CH3:42])[CH2:37][CH2:38][CH3:39].O, predict the reaction product. The product is: [C:1]([O:5][C:6]([N:8]1[CH2:9][CH:10]=[C:11]([C:14]2[C:22]3[C:17](=[CH:18][N:19]=[C:20]([C:23]4[C:28]([CH2:29][CH3:30])=[CH:27][CH:26]=[CH:25][C:24]=4[CH2:31][CH3:32])[CH:21]=3)[N:16]([CH:36]([CH2:40][CH2:41][CH3:42])[CH2:37][CH2:38][CH3:39])[CH:15]=2)[CH2:12][CH2:13]1)=[O:7])([CH3:4])([CH3:3])[CH3:2]. (4) Given the reactants [CH3:1][C:2]1[CH:8]=[C:7]([O:9][C:10]2[CH:15]=[CH:14][C:13]([N+:16]([O-])=O)=[C:12]([NH:19][CH3:20])[CH:11]=2)[CH:6]=[C:5]([CH3:21])[C:3]=1[NH2:4], predict the reaction product. The product is: [NH2:4][C:3]1[C:2]([CH3:1])=[CH:8][C:7]([O:9][C:10]2[CH:11]=[C:12]([NH:19][CH3:20])[C:13]([NH2:16])=[CH:14][CH:15]=2)=[CH:6][C:5]=1[CH3:21]. (5) Given the reactants ClC1C=C(C2C=C(C([N:22]3[CH2:27][CH2:26]N[C:24](=[O:28])[CH2:23]3)=O)OC=2C2C=CC(F)=CC=2)C=CC=1.[Cl:29][C:30]1[CH:31]=[C:32]([C:37]2[O:41][C:40]([C:42](O)=[O:43])=[CH:39][C:38]=2[C:45]2[CH:50]=[C:49]([F:51])[CH:48]=[C:47]([Cl:52])[CH:46]=2)[CH:33]=[CH:34][C:35]=1[F:36].N1CCOCC1, predict the reaction product. The product is: [Cl:29][C:30]1[CH:31]=[C:32]([C:37]2[O:41][C:40]([C:42]([N:22]3[CH2:23][CH2:24][O:28][CH2:26][CH2:27]3)=[O:43])=[CH:39][C:38]=2[C:45]2[CH:50]=[C:49]([F:51])[CH:48]=[C:47]([Cl:52])[CH:46]=2)[CH:33]=[CH:34][C:35]=1[F:36]. (6) Given the reactants [CH3:1][O:2][C:3]1[CH:4]=[C:5]2[C:10](=[C:11]([O:13]C)[CH:12]=1)[C:9](=[O:15])[N:8]([C:16]1[CH:21]=[CH:20][C:19]([O:22][CH3:23])=[CH:18][CH:17]=1)[CH:7]=[CH:6]2.[Li+].[Cl-], predict the reaction product. The product is: [OH:13][C:11]1[CH:12]=[C:3]([O:2][CH3:1])[CH:4]=[C:5]2[C:10]=1[C:9](=[O:15])[N:8]([C:16]1[CH:17]=[CH:18][C:19]([O:22][CH3:23])=[CH:20][CH:21]=1)[CH:7]=[CH:6]2. (7) Given the reactants [N+:1]([C:4]1[CH:5]=[CH:6][C:7]([O:14][C@@H:15]2[O:32][C@H:31]([CH2:33][O:34]C(=O)C)[C@H:26]([O:27]C(=O)C)[C@H:21]([O:22]C(=O)C)[C@H:16]2[O:17]C(=O)C)=[C:8]([CH:13]=1)[C:9]([O:11][CH3:12])=[O:10])([O-:3])=[O:2].C[O-].[Na+], predict the reaction product. The product is: [N+:1]([C:4]1[CH:5]=[CH:6][C:7]([O:14][C@@H:15]2[O:32][C@H:31]([CH2:33][OH:34])[C@H:26]([OH:27])[C@H:21]([OH:22])[C@H:16]2[OH:17])=[C:8]([CH:13]=1)[C:9]([O:11][CH3:12])=[O:10])([O-:3])=[O:2]. (8) Given the reactants C(OC(=O)[NH:7][C:8]1[CH:13]=[CH:12][C:11]([CH2:14][N:15]2[C:23]3[C:18](=[CH:19][CH:20]=[CH:21][CH:22]=3)[C:17]3([C:35]4[C:26](=[CH:27][C:28]5[O:33][CH2:32][CH2:31][O:30][C:29]=5[CH:34]=4)[O:25][CH2:24]3)[C:16]2=[O:36])=[CH:10][N:9]=1)(C)(C)C.FC(F)(F)C(O)=O, predict the reaction product. The product is: [NH2:7][C:8]1[N:9]=[CH:10][C:11]([CH2:14][N:15]2[C:23]3[C:18](=[CH:19][CH:20]=[CH:21][CH:22]=3)[C:17]3([C:35]4[C:26](=[CH:27][C:28]5[O:33][CH2:32][CH2:31][O:30][C:29]=5[CH:34]=4)[O:25][CH2:24]3)[C:16]2=[O:36])=[CH:12][CH:13]=1. (9) The product is: [Br:1][C:2]1[CH:3]=[C:4]([C:8]#[C:9][C:15]2[CH:14]=[CH:13][N:12]=[C:11]([Cl:10])[CH:16]=2)[CH:5]=[CH:6][CH:7]=1. Given the reactants [Br:1][C:2]1[CH:7]=[CH:6][CH:5]=[C:4]([C:8]#[CH:9])[CH:3]=1.[Cl:10][C:11]1[CH:16]=[C:15](I)[CH:14]=[CH:13][N:12]=1, predict the reaction product. (10) Given the reactants [CH2:1](OC(=O)C1C=C(C)C(Cl)=NC=1)[CH3:2].[Cl:14][C:15]1[CH:16]=[C:17]([CH:21]=[C:22]([CH3:24])[N:23]=1)[C:18]([OH:20])=[O:19], predict the reaction product. The product is: [CH2:1]([O:19][C:18](=[O:20])[C:17]1[CH:21]=[C:22]([CH3:24])[N:23]=[C:15]([Cl:14])[CH:16]=1)[CH3:2].